Dataset: Reaction yield outcomes from USPTO patents with 853,638 reactions. Task: Predict the reaction yield, written as a fraction of the theoretical maximum amount of product (1.0 means a 100% yield; for example, 0.34 means a 34% yield). The reactants are [CH2:1]([N:8]1[C:17]([C:18]([OH:20])=[O:19])=[C:16]([C:21]2[CH:26]=[CH:25][CH:24]=[CH:23][CH:22]=2)[C:15]2[C:10](=[CH:11][CH:12]=[C:13]([Br:27])[CH:14]=2)[C:9]1=[O:28])[C:2]1[CH:7]=[CH:6][CH:5]=[CH:4][CH:3]=1.C(=O)([O-])[O-].[K+].[K+].[CH2:35](Br)[C:36]1[CH:41]=[CH:40][CH:39]=[CH:38][CH:37]=1.CN(C=O)C. The catalyst is O. The product is [CH2:35]([O:19][C:18]([C:17]1[N:8]([CH2:1][C:2]2[CH:3]=[CH:4][CH:5]=[CH:6][CH:7]=2)[C:9](=[O:28])[C:10]2[C:15]([C:16]=1[C:21]1[CH:22]=[CH:23][CH:24]=[CH:25][CH:26]=1)=[CH:14][C:13]([Br:27])=[CH:12][CH:11]=2)=[O:20])[C:36]1[CH:41]=[CH:40][CH:39]=[CH:38][CH:37]=1. The yield is 0.840.